Dataset: Reaction yield outcomes from USPTO patents with 853,638 reactions. Task: Predict the reaction yield, written as a fraction of the theoretical maximum amount of product (1.0 means a 100% yield; for example, 0.34 means a 34% yield). (1) The reactants are [NH2:1][C:2]1[CH:19]=[CH:18][CH:17]=[CH:16][C:3]=1[O:4][C:5]1[CH:14]=[CH:13][C:12]([F:15])=[CH:11][C:6]=1[C:7](OC)=[O:8].C[Al](C)C.C1(C)C=CC=CC=1.O. The catalyst is C(Cl)Cl. The product is [F:15][C:12]1[CH:13]=[CH:14][C:5]2[O:4][C:3]3[CH:16]=[CH:17][CH:18]=[CH:19][C:2]=3[NH:1][C:7](=[O:8])[C:6]=2[CH:11]=1. The yield is 0.730. (2) The reactants are [N+:1]([C:4]1[C:13]2[N:12]=[CH:11][CH:10]=[N:9][C:8]=2[C:7]([C:14]#[N:15])=[CH:6][CH:5]=1)([O-])=O. The catalyst is C(O)(=O)C.[Fe]. The product is [NH2:1][C:4]1[C:13]2[N:12]=[CH:11][CH:10]=[N:9][C:8]=2[C:7]([C:14]#[N:15])=[CH:6][CH:5]=1. The yield is 1.00. (3) The reactants are C[S:2][C:3]1[CH:8]=[CH:7][C:6]([OH:9])=CC=1.Br[CH:11]([OH:13])[CH3:12].[C:14](=O)([O-])[O-].[K+].[K+]. The catalyst is CN(C)C=O. The product is [CH3:14][C:8]1[CH:7]=[C:6]([O:9][CH:11]([OH:13])[CH3:12])[S:2][CH:3]=1. The yield is 0.640. (4) The reactants are [CH:1]([N:4]1[CH2:9][CH2:8][N:7]([C:10]([C:12]2[CH:13]=[C:14]3[C:18](=[CH:19][CH:20]=2)[NH:17][C:16]([C:21]([N:23]2[CH2:28][CH2:27][N:26]([S:29](C)(=[O:31])=[O:30])[CH2:25][CH2:24]2)=[O:22])=[CH:15]3)=[O:11])[CH2:6][CH2:5]1)([CH3:3])[CH3:2].[N:33]1(S(N2CCNCC2)(=O)=O)[CH2:38][CH2:37][CH2:36][CH2:35][CH2:34]1. No catalyst specified. The product is [CH:1]([N:4]1[CH2:9][CH2:8][N:7]([C:10]([C:12]2[CH:13]=[C:14]3[C:18](=[CH:19][CH:20]=2)[NH:17][C:16]([C:21]([N:23]2[CH2:28][CH2:27][N:26]([S:29]([N:33]4[CH2:38][CH2:37][CH2:36][CH2:35][CH2:34]4)(=[O:31])=[O:30])[CH2:25][CH2:24]2)=[O:22])=[CH:15]3)=[O:11])[CH2:6][CH2:5]1)([CH3:3])[CH3:2]. The yield is 0.870. (5) The reactants are [C:1]([O:5][C:6]([N:8]1[CH2:13][CH2:12][N:11]([CH2:14][C:15]2[CH2:20][C:19]([CH3:22])([CH3:21])[CH2:18][CH2:17][C:16]=2Br)[CH2:10][CH2:9]1)=[O:7])([CH3:4])([CH3:3])[CH3:2].[Cl:24][C:25]1[CH:30]=[CH:29][C:28](B(O)O)=[CH:27][CH:26]=1.C([O-])([O-])=O.[Na+].[Na+]. The catalyst is CO.O1CCOCC1. The product is [C:1]([O:5][C:6]([N:8]1[CH2:13][CH2:12][N:11]([CH2:14][C:15]2[CH2:20][C:19]([CH3:22])([CH3:21])[CH2:18][CH2:17][C:16]=2[C:28]2[CH:29]=[CH:30][C:25]([Cl:24])=[CH:26][CH:27]=2)[CH2:10][CH2:9]1)=[O:7])([CH3:4])([CH3:3])[CH3:2]. The yield is 0.710. (6) The reactants are [CH3:1][C:2]1([CH3:38])[CH2:7][CH2:6][C:5]([C:8]2[CH:13]=[C:12]([C:14]([CH3:27])([CH3:26])[CH2:15][N:16]3[CH2:20][CH:19]4[O:21]C(C)(C)[O:23][CH:18]4[CH2:17]3)[CH:11]=[CH:10][C:9]=2[NH:28][C:29]([C:31]2[NH:32][CH:33]=[C:34]([C:36]#[N:37])[N:35]=2)=[O:30])=[CH:4][CH2:3]1.[ClH:39].C1COCC1. The catalyst is CCOC(C)=O. The product is [ClH:39].[OH:21][CH:19]1[CH:18]([OH:23])[CH2:17][N:16]([CH2:15][C:14]([C:12]2[CH:11]=[CH:10][C:9]([NH:28][C:29]([C:31]3[NH:32][CH:33]=[C:34]([C:36]#[N:37])[N:35]=3)=[O:30])=[C:8]([C:5]3[CH2:6][CH2:7][C:2]([CH3:38])([CH3:1])[CH2:3][CH:4]=3)[CH:13]=2)([CH3:27])[CH3:26])[CH2:20]1. The yield is 0.910. (7) The reactants are [F:1][C:2]1[CH:3]=[C:4]2[C:8](=[CH:9][CH:10]=1)[NH:7][C:6](=[O:11])[C:5]2=[O:12].[H-].[Na+].[CH3:15][O:16][C:17]1[CH:24]=[CH:23][C:20]([CH2:21]Cl)=[CH:19][CH:18]=1. The catalyst is CN(C=O)C. The product is [F:1][C:2]1[CH:3]=[C:4]2[C:8](=[CH:9][CH:10]=1)[N:7]([CH2:21][C:20]1[CH:23]=[CH:24][C:17]([O:16][CH3:15])=[CH:18][CH:19]=1)[C:6](=[O:11])[C:5]2=[O:12]. The yield is 0.820. (8) The reactants are Cl.[CH2:2]([O:9][C:10]1[CH:16]=[CH:15][C:13]([NH2:14])=[CH:12][CH:11]=1)[C:3]1[CH:8]=[CH:7][CH:6]=[CH:5][CH:4]=1.C(=O)([O-])[O-].[K+].[K+].[Cl:23][CH2:24][C:25](Cl)=[O:26].C(OCC)C. The catalyst is C1COCC1. The product is [CH2:2]([O:9][C:10]1[CH:11]=[CH:12][C:13]([NH:14][C:25](=[O:26])[CH2:24][Cl:23])=[CH:15][CH:16]=1)[C:3]1[CH:4]=[CH:5][CH:6]=[CH:7][CH:8]=1. The yield is 0.940. (9) The reactants are [C:1]([O:5][C:6]([N:8]1[CH2:13][CH2:12][NH:11][CH2:10][CH2:9]1)=[O:7])([CH3:4])([CH3:3])[CH3:2].[Br:14][C:15]1[CH:16]=[N:17][CH:18]=[C:19](Br)[CH:20]=1.CC(C)([O-])C.[Na+]. The catalyst is O1CCOCC1.O.C([O-])(=O)C.[Pd+2].C([O-])(=O)C. The product is [C:1]([O:5][C:6]([N:8]1[CH2:13][CH2:12][N:11]([C:19]2[CH:18]=[N:17][CH:16]=[C:15]([Br:14])[CH:20]=2)[CH2:10][CH2:9]1)=[O:7])([CH3:4])([CH3:2])[CH3:3]. The yield is 0.540. (10) The reactants are Br[C:2]1[CH:3]=[C:4]2[C:9](=[CH:10][CH:11]=1)[C:8](=[O:12])[NH:7][N:6]=[C:5]2[Cl:13].BrC1C=C2C(C(Cl)=NNC2=O)=CC=1.[C:27]([O:31][C:32]([N:34]1[CH2:39][CH2:38][N:37]([C:40]2[CH:45]=[CH:44][C:43]([O:46][CH3:47])=[CH:42][C:41]=2[CH2:48][NH2:49])[CH2:36][CH2:35]1)=[O:33])([CH3:30])([CH3:29])[CH3:28].C1C=CC(P(C2C(C3C(P(C4C=CC=CC=4)C4C=CC=CC=4)=CC=C4C=3C=CC=C4)=C3C(C=CC=C3)=CC=2)C2C=CC=CC=2)=CC=1.CC([O-])(C)C.[Na+]. The catalyst is CC(N(C)C)=O.C1C=CC(/C=C/C(/C=C/C2C=CC=CC=2)=O)=CC=1.C1C=CC(/C=C/C(/C=C/C2C=CC=CC=2)=O)=CC=1.C1C=CC(/C=C/C(/C=C/C2C=CC=CC=2)=O)=CC=1.[Pd].[Pd]. The yield is 0.180. The product is [C:27]([O:31][C:32]([N:34]1[CH2:39][CH2:38][N:37]([C:40]2[CH:45]=[CH:44][C:43]([O:46][CH3:47])=[CH:42][C:41]=2[CH2:48][NH:49][C:2]2[CH:3]=[C:4]3[C:9](=[CH:10][CH:11]=2)[C:8](=[O:12])[NH:7][N:6]=[C:5]3[Cl:13])[CH2:36][CH2:35]1)=[O:33])([CH3:30])([CH3:28])[CH3:29].